Dataset: Reaction yield outcomes from USPTO patents with 853,638 reactions. Task: Predict the reaction yield, written as a fraction of the theoretical maximum amount of product (1.0 means a 100% yield; for example, 0.34 means a 34% yield). (1) The reactants are [C:1]([O:5][C:6]([N:8]1[CH2:12][CH:11]([C:13]#[N:14])[CH2:10][CH:9]1[C:15]1[NH:16][C:17]([C:20]2[CH:25]=[CH:24][C:23](Br)=[CH:22][CH:21]=2)=[CH:18][N:19]=1)=[O:7])([CH3:4])([CH3:3])[CH3:2].[B:27]1([B:27]2[O:31][C:30]([CH3:33])([CH3:32])[C:29]([CH3:35])([CH3:34])[O:28]2)[O:31][C:30]([CH3:33])([CH3:32])[C:29]([CH3:35])([CH3:34])[O:28]1.CC([O-])=O.[K+]. The catalyst is O1CCOCC1.C1C=CC(P(C2C=CC=CC=2)[C-]2C=CC=C2)=CC=1.C1C=CC(P(C2C=CC=CC=2)[C-]2C=CC=C2)=CC=1.Cl[Pd]Cl.[Fe+2]. The product is [C:1]([O:5][C:6]([N:8]1[CH2:12][CH:11]([C:13]#[N:14])[CH2:10][CH:9]1[C:15]1[NH:16][C:17]([C:20]2[CH:25]=[CH:24][C:23]([B:27]3[O:31][C:30]([CH3:33])([CH3:32])[C:29]([CH3:35])([CH3:34])[O:28]3)=[CH:22][CH:21]=2)=[CH:18][N:19]=1)=[O:7])([CH3:4])([CH3:3])[CH3:2]. The yield is 0.480. (2) The reactants are [CH2:1]1[CH:10]2[N:5]([CH2:6][CH2:7][CH2:8][CH2:9]2)[CH2:4][CH:3]([CH2:11][OH:12])[CH2:2]1.C(N(CC)CC)C.[CH3:20][S:21](Cl)(=[O:23])=[O:22]. The catalyst is ClCCl. The product is [CH3:20][S:21]([O:12][CH2:11][CH:3]1[CH2:4][N:5]2[CH:10]([CH2:9][CH2:8][CH2:7][CH2:6]2)[CH2:1][CH2:2]1)(=[O:23])=[O:22]. The yield is 0.910. (3) The product is [C:1]([C:5]1[CH:10]=[CH:9][C:8]([C:11]2[S:15][CH:14]=[C:13]([C:16](=[N:18][NH:19][C:20]([C:22]3[CH:23]=[CH:24][C:25]([C:26]([OH:28])=[O:27])=[CH:30][CH:31]=3)=[O:21])[CH3:17])[C:12]=2[OH:32])=[CH:7][CH:6]=1)([CH3:2])([CH3:3])[CH3:4]. The yield is 0.230. The catalyst is CO. The reactants are [C:1]([C:5]1[CH:10]=[CH:9][C:8]([C:11]2[S:15][CH:14]=[C:13]([C:16](=[N:18][NH:19][C:20]([C:22]3[CH:31]=[CH:30][C:25]([C:26]([O:28]C)=[O:27])=[CH:24][CH:23]=3)=[O:21])[CH3:17])[C:12]=2[OH:32])=[CH:7][CH:6]=1)([CH3:4])([CH3:3])[CH3:2].[OH-].[Na+].Cl. (4) The reactants are [CH3:1][O:2][C:3](=[O:50])[NH:4][CH:5]([CH:46]([O:48][CH3:49])[CH3:47])[C:6]([N:8]1[CH2:12][CH:11]([CH2:13][O:14][CH3:15])[CH2:10][CH:9]1[C:16]1[NH:20][C:19]2[C:21]3[C:26]([CH:27]=[CH:28][C:18]=2[N:17]=1)=[CH:25][C:24]1[C:29]2[C:34]([CH2:35][O:36][C:23]=1[CH:22]=3)=[CH:33][C:32](B1OC(C)(C)C(C)(C)O1)=[CH:31][CH:30]=2)=[O:7].I[C:52]1[NH:56][C:55]([C@@H:57]2[CH2:61][CH2:60][CH2:59][N:58]2[C:62]([O:64][C:65]([CH3:68])([CH3:67])[CH3:66])=[O:63])=[N:54][CH:53]=1.C(=O)([O-])[O-].[K+].[K+]. The catalyst is CS(C)=O.O1CCOCC1.CCOC(C)=O.C1C=CC([P]([Pd]([P](C2C=CC=CC=2)(C2C=CC=CC=2)C2C=CC=CC=2)([P](C2C=CC=CC=2)(C2C=CC=CC=2)C2C=CC=CC=2)[P](C2C=CC=CC=2)(C2C=CC=CC=2)C2C=CC=CC=2)(C2C=CC=CC=2)C2C=CC=CC=2)=CC=1.C1C=CC(P(C2C=CC=CC=2)[C-]2C=CC=C2)=CC=1.C1C=CC(P(C2C=CC=CC=2)[C-]2C=CC=C2)=CC=1.Cl[Pd]Cl.[Fe+2]. The product is [CH3:1][O:2][C:3]([NH:4][C@H:5]([C:6]([N:8]1[CH2:12][C@@H:11]([CH2:13][O:14][CH3:15])[CH2:10][C@H:9]1[C:16]1[NH:20][C:19]2[C:21]3[C:26]([CH:27]=[CH:28][C:18]=2[N:17]=1)=[CH:25][C:24]1[C:29]2[C:34]([CH2:35][O:36][C:23]=1[CH:22]=3)=[CH:33][C:32]([C:52]1[NH:56][C:55]([C@@H:57]3[CH2:61][CH2:60][CH2:59][N:58]3[C:62]([O:64][C:65]([CH3:68])([CH3:67])[CH3:66])=[O:63])=[N:54][CH:53]=1)=[CH:31][CH:30]=2)=[O:7])[C@@H:46]([CH3:47])[O:48][CH3:49])=[O:50]. The yield is 0.0700. (5) The reactants are [Br:1][C:2]1[CH:7]=[CH:6][C:5]([CH2:8][C:9]([OH:11])=O)=[C:4]([F:12])[CH:3]=1.[Cl:13][C:14]1[CH:15]=[C:16]([CH:18]=[CH:19][C:20]=1[Cl:21])[NH2:17].CN(C(ON1N=NC2C=CC=NC1=2)=[N+](C)C)C.F[P-](F)(F)(F)(F)F.CCN(CC)CC. The catalyst is C(Cl)Cl. The product is [Br:1][C:2]1[CH:7]=[CH:6][C:5]([CH2:8][C:9]([NH:17][C:16]2[CH:18]=[CH:19][C:20]([Cl:21])=[C:14]([Cl:13])[CH:15]=2)=[O:11])=[C:4]([F:12])[CH:3]=1. The yield is 0.678. (6) The reactants are Br[C:2]1[S:3][C:4]([C:8]#[N:9])=[C:5]([CH3:7])[N:6]=1.C(=O)([O-])[O-].[K+].[K+].[NH:16]1[CH2:21][CH2:20][NH:19][CH2:18][CH2:17]1. The catalyst is CN(C=O)C. The product is [CH3:7][C:5]1[N:6]=[C:2]([N:16]2[CH2:21][CH2:20][NH:19][CH2:18][CH2:17]2)[S:3][C:4]=1[C:8]#[N:9]. The yield is 0.980. (7) The reactants are COC1C=C(OC)C=CC=1C[N:6]([C:31]1[S:35][N:34]=[CH:33][N:32]=1)[S:7]([C:10]1[CH:15]=[C:14]([F:16])[C:13]([O:17][C@@H:18]2[CH2:23][CH2:22][CH2:21][CH2:20][C@@H:19]2[C:24]2[CH:29]=[CH:28][CH:27]=[CH:26][CH:25]=2)=[CH:12][C:11]=1[F:30])(=[O:9])=[O:8].C([SiH](CC)CC)C.FC(F)(F)C(O)=O. The catalyst is ClCCl. The product is [F:30][C:11]1[CH:12]=[C:13]([O:17][C@@H:18]2[CH2:23][CH2:22][CH2:21][CH2:20][C@@H:19]2[C:24]2[CH:25]=[CH:26][CH:27]=[CH:28][CH:29]=2)[C:14]([F:16])=[CH:15][C:10]=1[S:7]([NH:6][C:31]1[S:35][N:34]=[CH:33][N:32]=1)(=[O:9])=[O:8]. The yield is 0.990.